Dataset: Retrosynthesis with 50K atom-mapped reactions and 10 reaction types from USPTO. Task: Predict the reactants needed to synthesize the given product. (1) Given the product COc1ccc(C2=NN(C(c3ccccc3)c3ccccc3)C(=O)[C@H]3CCCC[C@@H]23)cc1OC, predict the reactants needed to synthesize it. The reactants are: COc1ccc(C2=NN(C)C(=O)[C@H]3CCCC[C@@H]23)cc1OC.ClC(c1ccccc1)c1ccccc1. (2) Given the product C[C@]12CC[C@@H]3c4ccc(C(=O)O)cc4CC[C@H]3[C@@H]1CC[C@@H]2C(=O)CCc1ccc(C(=O)O)cc1, predict the reactants needed to synthesize it. The reactants are: COC(=O)c1ccc2c(c1)CC[C@@H]1[C@@H]2CC[C@]2(C)[C@@H](C(=O)CCc3ccc(C(=O)O)cc3)CC[C@@H]12. (3) Given the product CC1(C)OC(=O)c2c(OCc3ccccc3)cccc2O1, predict the reactants needed to synthesize it. The reactants are: BrCc1ccccc1.CC1(C)OC(=O)c2c(O)cccc2O1.